From a dataset of Forward reaction prediction with 1.9M reactions from USPTO patents (1976-2016). Predict the product of the given reaction. (1) Given the reactants [Cl:1][C:2]1[CH:3]=[C:4]([NH:9][C:10]([N:12]2[C@@H:17]([CH3:18])[CH2:16][N:15]3[N:19]=[CH:20][C:21]([N:22]4[C:26](=[O:27])[CH2:25][CH:24]([C:28]([OH:30])=O)[CH2:23]4)=[C:14]3[CH2:13]2)=[O:11])[CH:5]=[CH:6][C:7]=1[F:8].Cl.CN.O[N:35]1[C:39]2C=CC=CC=2N=N1.C(N(C(C)C)CC)(C)C, predict the reaction product. The product is: [Cl:1][C:2]1[CH:3]=[C:4]([NH:9][C:10]([N:12]2[C@@H:17]([CH3:18])[CH2:16][N:15]3[N:19]=[CH:20][C:21]([N:22]4[CH2:23][CH:24]([C:28](=[O:30])[NH:35][CH3:39])[CH2:25][C:26]4=[O:27])=[C:14]3[CH2:13]2)=[O:11])[CH:5]=[CH:6][C:7]=1[F:8]. (2) Given the reactants [F:1][C:2]1[CH:7]=[CH:6][C:5]([S:8]([NH:11][C:12]2[C:21]([C:22]([O:24][CH3:25])=[O:23])=[C:20]3[C:15]([C@H:16]4[CH2:26][C@H:17]4[CH2:18][O:19]3)=[CH:14][CH:13]=2)(=[O:10])=[O:9])=[C:4]([CH2:27][C@@H:28]2[CH2:32][CH2:31][N:30](C(=O)C(F)(F)F)[CH2:29]2)[CH:3]=1.C(=O)([O-])[O-].[K+].[K+], predict the reaction product. The product is: [F:1][C:2]1[CH:7]=[CH:6][C:5]([S:8]([NH:11][C:12]2[C:21]([C:22]([O:24][CH3:25])=[O:23])=[C:20]3[C:15]([C@H:16]4[CH2:26][C@H:17]4[CH2:18][O:19]3)=[CH:14][CH:13]=2)(=[O:10])=[O:9])=[C:4]([CH2:27][C@@H:28]2[CH2:32][CH2:31][NH:30][CH2:29]2)[CH:3]=1.